Dataset: Peptide-MHC class I binding affinity with 185,985 pairs from IEDB/IMGT. Task: Regression. Given a peptide amino acid sequence and an MHC pseudo amino acid sequence, predict their binding affinity value. This is MHC class I binding data. The peptide sequence is RDITAFEGL. The MHC is HLA-A01:01 with pseudo-sequence HLA-A01:01. The binding affinity (normalized) is 0.0847.